From a dataset of Forward reaction prediction with 1.9M reactions from USPTO patents (1976-2016). Predict the product of the given reaction. Given the reactants [CH2:1]([C:3]1[CH:27]=[CH:26][C:6]([O:7][C:8]2[CH:9]=[CH:10][C:11]([N+:23]([O-])=O)=[C:12]([CH2:14][NH:15][C:16](=[O:22])[O:17][C:18]([CH3:21])([CH3:20])[CH3:19])[CH:13]=2)=[CH:5][CH:4]=1)[CH3:2].[Cl-].[NH4+].C(O)C, predict the reaction product. The product is: [NH2:23][C:11]1[CH:10]=[CH:9][C:8]([O:7][C:6]2[CH:5]=[CH:4][C:3]([CH2:1][CH3:2])=[CH:27][CH:26]=2)=[CH:13][C:12]=1[CH2:14][NH:15][C:16](=[O:22])[O:17][C:18]([CH3:21])([CH3:20])[CH3:19].